This data is from Full USPTO retrosynthesis dataset with 1.9M reactions from patents (1976-2016). The task is: Predict the reactants needed to synthesize the given product. (1) The reactants are: ClC1C=CC=C(Cl)C=1C1N(CC2CCCNC2)C2N=C(NCC3C=C(O)C=CC=3)N=CC=2C=1.[Cl:34][C:35]1[CH:40]=[CH:39][CH:38]=[C:37]([Cl:41])[C:36]=1[C:42]1[N:59]([CH2:60][C@@H:61]2[CH2:66][CH2:65][CH2:64][N:63](C(OC(C)(C)C)=O)[CH2:62]2)[C:45]2[N:46]=[C:47]([NH:50][CH2:51][C:52]3[CH:57]=[CH:56][CH:55]=[C:54]([F:58])[CH:53]=3)[N:48]=[CH:49][C:44]=2[CH:43]=1. Given the product [Cl:41][C:37]1[CH:38]=[CH:39][CH:40]=[C:35]([Cl:34])[C:36]=1[C:42]1[N:59]([CH2:60][C@@H:61]2[CH2:66][CH2:65][CH2:64][NH:63][CH2:62]2)[C:45]2[N:46]=[C:47]([NH:50][CH2:51][C:52]3[CH:57]=[CH:56][CH:55]=[C:54]([F:58])[CH:53]=3)[N:48]=[CH:49][C:44]=2[CH:43]=1, predict the reactants needed to synthesize it. (2) Given the product [F:11][C:8]1[CH:9]=[CH:10][C:5]2[N:6]([C:2]([N:12]3[CH2:17][CH2:16][CH:15]([CH:18]([OH:23])[CH3:19])[CH2:14][CH2:13]3)=[N:3][N:4]=2)[CH:7]=1, predict the reactants needed to synthesize it. The reactants are: Cl[C:2]1[N:6]2[CH:7]=[C:8]([F:11])[CH:9]=[CH:10][C:5]2=[N:4][N:3]=1.[NH:12]1[CH2:17][CH2:16][CH:15]([CH2:18][CH2:19]O)[CH2:14][CH2:13]1.CC(N(C)C)=[O:23].